Predict the product of the given reaction. From a dataset of Forward reaction prediction with 1.9M reactions from USPTO patents (1976-2016). (1) Given the reactants [C:1]12([CH2:11][NH:12][C:13]([C:15]3[C:16]([C:20]([F:23])([F:22])[F:21])=[N:17][NH:18][CH:19]=3)=[O:14])[CH2:10][CH:5]3[CH2:6][CH:7]([CH2:9][CH:3]([CH2:4]3)[CH2:2]1)[CH2:8]2.Cl[C:25]1[N:30]=[C:29]([NH2:31])[C:28]([F:32])=[CH:27][N:26]=1.C([O-])([O-])=O.[Cs+].[Cs+].O, predict the reaction product. The product is: [C:1]12([CH2:11][NH:12][C:13]([C:15]3[C:16]([C:20]([F:23])([F:22])[F:21])=[N:17][N:18]([C:25]4[N:30]=[C:29]([NH2:31])[C:28]([F:32])=[CH:27][N:26]=4)[CH:19]=3)=[O:14])[CH2:10][CH:5]3[CH2:4][CH:3]([CH2:9][CH:7]([CH2:6]3)[CH2:8]1)[CH2:2]2. (2) Given the reactants [Cl:1][C:2]1[CH:22]=[C:21]([O:23][CH2:24][CH:25]=[C:26]([Cl:28])[Cl:27])[CH:20]=[C:19]([Cl:29])[C:3]=1[O:4][CH2:5][CH2:6][CH2:7][O:8][C:9]1[CH:18]=[CH:17][C:12]([C:13]([NH:15][OH:16])=[NH:14])=[CH:11][CH:10]=1.[C:30](Cl)(=O)[CH3:31].N1C=CC=CC=1, predict the reaction product. The product is: [Cl:1][C:2]1[CH:22]=[C:21]([O:23][CH2:24][CH:25]=[C:26]([Cl:28])[Cl:27])[CH:20]=[C:19]([Cl:29])[C:3]=1[O:4][CH2:5][CH2:6][CH2:7][O:8][C:9]1[CH:10]=[CH:11][C:12]([C:13]2[N:14]=[C:30]([CH3:31])[O:16][N:15]=2)=[CH:17][CH:18]=1. (3) The product is: [F:13][C:14]1[CH:19]=[CH:18][CH:17]=[CH:16][C:15]=1[C:2]1[CH:3]=[C:4]([CH3:12])[C:5]([NH2:11])=[C:6]([NH2:8])[CH:7]=1. Given the reactants Br[C:2]1[CH:7]=[C:6]([N+:8]([O-])=O)[C:5]([NH2:11])=[C:4]([CH3:12])[CH:3]=1.[F:13][C:14]1[CH:19]=[CH:18][CH:17]=[CH:16][C:15]=1B1OC(C)(C)C(C)(C)O1, predict the reaction product. (4) Given the reactants [NH2:1][C@H:2]([C:6]([OH:8])=[O:7])[CH:3]([CH3:5])[CH3:4].[C:9](O)(=[O:11])[CH3:10], predict the reaction product. The product is: [C:9]([NH:1][C@H:2]([C:6]([OH:8])=[O:7])[CH:3]([CH3:5])[CH3:4])(=[O:11])[CH3:10]. (5) Given the reactants [CH3:1][N:2]1[C:10]2[C:5](=[CH:6][CH:7]=[CH:8][CH:9]=2)[C:4]([C:11]2[CH:16]=[CH:15][C:14]([CH3:17])=[CH:13][CH:12]=2)=[CH:3]1.CN(CCN(C)C)C.[Li]CCCC.CN(C)[C:33](=O)[O:34]CC.[NH4+].[Cl-], predict the reaction product. The product is: [CH3:1][N:2]1[C:10]2[C:5](=[CH:6][CH:7]=[CH:8][CH:9]=2)[C:4]2[C:11]3[C:12]([C:33](=[O:34])[C:3]1=2)=[CH:13][C:14]([CH3:17])=[CH:15][CH:16]=3. (6) The product is: [CH2:6]([O:5][C:3](=[O:4])[CH:2]([C:8]1([S:21][CH2:22][CH2:23][OH:24])[CH2:13][CH2:12][N:11]([CH2:14][C:15]2[CH:20]=[CH:19][CH:18]=[CH:17][CH:16]=2)[CH2:10][CH2:9]1)[NH:1][S:36]([C:33]1[CH:32]=[CH:31][C:30]([O:29][CH2:25][C:26]#[C:27][CH3:28])=[CH:35][CH:34]=1)(=[O:38])=[O:37])[CH3:7]. Given the reactants [NH2:1][CH:2]([C:8]1([S:21][CH2:22][CH2:23][OH:24])[CH2:13][CH2:12][N:11]([CH2:14][C:15]2[CH:20]=[CH:19][CH:18]=[CH:17][CH:16]=2)[CH2:10][CH2:9]1)[C:3]([O:5][CH2:6][CH3:7])=[O:4].[CH2:25]([O:29][C:30]1[CH:35]=[CH:34][C:33]([S:36](Cl)(=[O:38])=[O:37])=[CH:32][CH:31]=1)[C:26]#[C:27][CH3:28].C(N(CC)C(C)C)(C)C, predict the reaction product. (7) Given the reactants Cl.Cl[C:3]1C=CC(NN)=CC=1.BrCCCC1C=CC(C(F)(F)F)=NC=1.ClC1C=CC(N(CCCC2C=NC(C(F)(F)F)=CC=2)N)=CC=1.C(OC(OCC)CCCNC)C.[Cl:59][C:60]1[CH:61]=[C:62]2[C:66](=[CH:67][CH:68]=1)[N:65]([CH2:69][CH2:70][CH2:71][C:72]1[CH:73]=[N:74][C:75]([C:78]([F:81])([F:80])[F:79])=[CH:76][CH:77]=1)[CH:64]=[C:63]2[CH2:82][CH2:83][NH:84][CH3:85].C=O.C(O)(C(F)(F)F)=O, predict the reaction product. The product is: [Cl:59][C:60]1[CH:61]=[C:62]2[C:66](=[CH:67][CH:68]=1)[N:65]([CH2:69][CH2:70][CH2:71][C:72]1[CH:73]=[N:74][C:75]([C:78]([F:81])([F:80])[F:79])=[CH:76][CH:77]=1)[C:64]1[CH2:85][N:84]([CH3:3])[CH2:83][CH2:82][C:63]2=1.